Dataset: Full USPTO retrosynthesis dataset with 1.9M reactions from patents (1976-2016). Task: Predict the reactants needed to synthesize the given product. (1) The reactants are: [C:1]([O:5][C:6]([NH:8][C:9]1[O:17][C:16]2[C:11](=[N:12][CH:13]=[C:14](C=O)[CH:15]=2)[C:10]=1[C:20]([NH:22][C:23]1[CH:24]=[N:25][CH:26]=[CH:27][C:28]=1[N:29]1[CH2:34][C@H:33]([C:35]([F:38])([F:37])[F:36])[CH2:32][C@H:31]([NH:39][C:40](=[O:46])[O:41][C:42]([CH3:45])([CH3:44])[CH3:43])[CH2:30]1)=[O:21])=[O:7])([CH3:4])([CH3:3])[CH3:2].[CH3:47][N:48]1[CH2:53][CH2:52][NH:51][CH2:50][CH2:49]1.[C:54](O[BH-](OC(=O)C)OC(=O)C)(=O)C.[Na+]. Given the product [C:1]([O:5][C:6]([NH:8][C:9]1[O:17][C:16]2[C:11](=[N:12][CH:13]=[C:14]([CH2:47][N:48]3[CH2:53][CH2:52][N:51]([CH3:54])[CH2:50][CH2:49]3)[CH:15]=2)[C:10]=1[C:20]([NH:22][C:23]1[CH:24]=[N:25][CH:26]=[CH:27][C:28]=1[N:29]1[CH2:34][C@H:33]([C:35]([F:37])([F:36])[F:38])[CH2:32][C@H:31]([NH:39][C:40](=[O:46])[O:41][C:42]([CH3:45])([CH3:44])[CH3:43])[CH2:30]1)=[O:21])=[O:7])([CH3:4])([CH3:2])[CH3:3], predict the reactants needed to synthesize it. (2) Given the product [CH3:27][O:26][C:21]1[CH:22]=[CH:23][CH:24]=[CH:25][C:20]=1[N:13]([CH2:14][CH2:15][OH:17])[CH2:32][CH2:31][OH:30], predict the reactants needed to synthesize it. The reactants are: [H-].[Al+3].[Li+].[H-].[H-].[H-].C(OC(=O)CO[N:13]([C:20]1[CH:25]=[CH:24][CH:23]=[CH:22][C:21]=1[O:26][CH3:27])[CH2:14][C:15]([O:17]CC)=O)C.N.[O:30]1CC[CH2:32][CH2:31]1. (3) Given the product [CH2:28]([NH:29][C:33]([NH:1][C:2]1[CH:10]=[C:9]([CH3:11])[C:5]([C:6]([OH:8])=[O:7])=[C:4]([CH3:12])[CH:3]=1)=[O:26])[CH3:27], predict the reactants needed to synthesize it. The reactants are: [NH2:1][C:2]1[CH:10]=[C:9]([CH3:11])[C:5]([C:6]([OH:8])=[O:7])=[C:4]([CH3:12])[CH:3]=1.C(Cl)CCl.C1C=CC2N([OH:26])N=NC=2C=1.[CH3:27][CH2:28][N:29]([CH:33](C)C)C(C)C. (4) Given the product [CH:11]1[CH:12]=[CH:13][C:14]2[N:15]([C:16]([NH2:18])=[O:17])[C:4]3[CH:3]=[CH:2][CH:1]=[CH:6][C:5]=3[CH:7]=[CH:8][C:9]=2[CH:10]=1.[CH:16]([NH2:15])=[O:17], predict the reactants needed to synthesize it. The reactants are: [CH:1]1[CH:2]=[CH:3][C:4]2[N:15]([C:16]([NH2:18])=[O:17])[C:14]3[CH:13]=[CH:12][CH:11]=[CH:10][C:9]=3[CH:8]=[CH:7][C:5]=2[CH:6]=1. (5) Given the product [NH:1]1[CH2:6][CH2:5][CH:4]([N:7]2[CH2:16][CH:15]3[CH:10]([CH2:11][CH2:12][CH2:13][CH2:14]3)[NH:9][C:8]2=[O:17])[CH2:3][CH2:2]1.[C:18]([O-:21])(=[O:20])[CH3:19], predict the reactants needed to synthesize it. The reactants are: [NH:1]1[CH2:6][CH2:5][CH:4]([N:7]2[CH2:16][C:15]3[C:10](=[CH:11][CH:12]=[CH:13][CH:14]=3)[NH:9][C:8]2=[O:17])[CH2:3][CH2:2]1.[C:18]([O-:21])(=[O:20])[CH3:19].[H][H].N.[K+].[Br-]. (6) Given the product [OH:23][CH2:22][CH:21]([NH:20][C:6]([C:8]1[N:9]=[C:10]([Cl:19])[C:11]2[C:16]([C:17]=1[OH:18])=[CH:15][CH:14]=[CH:13][CH:12]=2)=[O:7])[CH2:24][OH:25], predict the reactants needed to synthesize it. The reactants are: C(O[C:6]([C:8]1[N:9]=[C:10]([Cl:19])[C:11]2[C:16]([C:17]=1[OH:18])=[CH:15][CH:14]=[CH:13][CH:12]=2)=[O:7])CCC.[NH2:20][CH:21]([CH2:24][OH:25])[CH2:22][OH:23]. (7) Given the product [N+:25]([C:16]1[CH2:17][N:18]([NH:1][CH2:2][C:3]([CH3:5])([NH2:6])[CH3:4])[C:19]2[C:24]([CH:15]=1)=[CH:23][CH:22]=[CH:21][CH:20]=2)([O-:27])=[O:26], predict the reactants needed to synthesize it. The reactants are: [NH2:1][CH2:2][C:3]([NH2:6])([CH3:5])[CH3:4].C(N(CC)CC)C.Cl[C:15]1[C:24]2[C:19](=[CH:20][CH:21]=[CH:22][CH:23]=2)[N:18]=[CH:17][C:16]=1[N+:25]([O-:27])=[O:26]. (8) Given the product [CH3:21][O:20][C:18]([C:16]1[N:15]([CH:3]2[C:4]3[C:9](=[CH:8][CH:7]=[CH:6][CH:5]=3)[CH2:10][C:2]2([CH3:12])[CH3:1])[CH:14]=[N:13][CH:17]=1)=[O:19], predict the reactants needed to synthesize it. The reactants are: [CH3:1][C:2]1([CH3:12])[CH2:10][C:9]2[C:4](=[CH:5][CH:6]=[CH:7][CH:8]=2)[CH:3]1O.[NH:13]1[CH:17]=[C:16]([C:18]([O:20][CH3:21])=[O:19])[N:15]=[CH:14]1.C1(P(C2C=CC=CC=2)C2C=CC=CC=2)C=CC=CC=1.N(C(OC(C)C)=O)=NC(OC(C)C)=O. (9) Given the product [NH2:10][C:8]1[C:7]([CH3:13])=[N:6][N:5]([CH2:4][CH2:3][OH:2])[CH:9]=1, predict the reactants needed to synthesize it. The reactants are: C[O:2][C:3](=O)[CH2:4][N:5]1[CH:9]=[C:8]([N+:10]([O-])=O)[C:7]([CH3:13])=[N:6]1.[H-].[Al+3].[Li+].[H-].[H-].[H-]. (10) Given the product [Br:14][C:15]1[CH:16]=[C:17]([S:21]([NH:1][C:2]2[S:3][C:4]3[C:10](=[O:11])[CH2:9][C:8]([CH3:13])([CH3:12])[CH2:7][C:5]=3[N:6]=2)(=[O:23])=[O:22])[S:18][C:19]=1[Cl:20], predict the reactants needed to synthesize it. The reactants are: [NH2:1][C:2]1[S:3][C:4]2[C:10](=[O:11])[CH2:9][C:8]([CH3:13])([CH3:12])[CH2:7][C:5]=2[N:6]=1.[Br:14][C:15]1[CH:16]=[C:17]([S:21](Cl)(=[O:23])=[O:22])[S:18][C:19]=1[Cl:20].